Dataset: Full USPTO retrosynthesis dataset with 1.9M reactions from patents (1976-2016). Task: Predict the reactants needed to synthesize the given product. (1) Given the product [CH3:18][O:17][CH2:22][NH:27][C:12]([C:7]1[CH:6]=[CH:5][C:4]2[C:9](=[CH:10][CH:11]=[C:2]([F:1])[CH:3]=2)[CH:8]=1)=[O:14], predict the reactants needed to synthesize it. The reactants are: [F:1][C:2]1[CH:3]=[C:4]2[C:9](=[CH:10][CH:11]=1)[CH:8]=[C:7]([C:12]([OH:14])=O)[CH:6]=[CH:5]2.CN[O:17][CH3:18].C1C=C[C:22]2[N:27](O)N=NC=2C=1.CCN(C(C)C)C(C)C.CCN=C=NCCCN(C)C. (2) Given the product [O:1]1[CH2:6][CH2:5][CH:4]([O:7][S:16]([CH3:15])(=[O:18])=[O:17])[CH2:3][CH2:2]1, predict the reactants needed to synthesize it. The reactants are: [O:1]1[CH2:6][CH2:5][CH:4]([OH:7])[CH2:3][CH2:2]1.CCN(CC)CC.[CH3:15][S:16](Cl)(=[O:18])=[O:17]. (3) The reactants are: [O:1]1[CH2:5][CH2:4][CH:3]([CH2:6][OH:7])[CH2:2]1.C(N(CC)CC)C.[CH3:15][S:16](Cl)(=[O:18])=[O:17].C([O-])(O)=O.[Na+]. Given the product [CH3:15][S:16]([O:7][CH2:6][CH:3]1[CH2:4][CH2:5][O:1][CH2:2]1)(=[O:18])=[O:17], predict the reactants needed to synthesize it. (4) Given the product [C:17]([O:16][C:14]([N:10]1[CH2:11][CH2:12][C:13]2[C:3]([CH2:2][NH:1][C:23]3[CH:24]=[CH:25][C:26]([C:27](=[O:28])[NH:29][CH:30]4[CH2:36][CH2:35][CH2:34][CH2:33][CH2:32][CH2:31]4)=[CH:37][CH:38]=3)=[C:4]([Cl:21])[CH:5]=[CH:6][C:7]=2[CH2:8][CH2:9]1)=[O:15])([CH3:18])([CH3:20])[CH3:19], predict the reactants needed to synthesize it. The reactants are: [NH2:1][CH2:2][C:3]1[C:13]2[CH2:12][CH2:11][N:10]([C:14]([O:16][C:17]([CH3:20])([CH3:19])[CH3:18])=[O:15])[CH2:9][CH2:8][C:7]=2[CH:6]=[CH:5][C:4]=1[Cl:21].Br[C:23]1[CH:38]=[CH:37][C:26]([C:27]([NH:29][CH:30]2[CH2:36][CH2:35][CH2:34][CH2:33][CH2:32][CH2:31]2)=[O:28])=[CH:25][CH:24]=1.C1C=CC(P(C2C(C3C(P(C4C=CC=CC=4)C4C=CC=CC=4)=CC=C4C=3C=CC=C4)=C3C(C=CC=C3)=CC=2)C2C=CC=CC=2)=CC=1.CC(C)([O-])C.[Na+]. (5) Given the product [CH2:25]([CH:1]1[C:2]2[CH:3]=[CH:4][CH:5]=[CH:6][C:7]=2[C:8]2[C:13]1=[CH:12][CH:11]=[CH:10][CH:9]=2)[CH2:26][CH2:27][CH2:28][CH2:29][CH2:30][CH2:31][CH3:32], predict the reactants needed to synthesize it. The reactants are: [CH2:1]1[C:13]2[C:8](=[CH:9][CH:10]=[CH:11][CH:12]=2)[C:7]2[C:2]1=[CH:3][CH:4]=[CH:5][CH:6]=2.C([Li])CCC.CCCCCC.[CH2:25](Br)[CH2:26][CH2:27][CH2:28][CH2:29][CH2:30][CH2:31][CH3:32].